From a dataset of Reaction yield outcomes from USPTO patents with 853,638 reactions. Predict the reaction yield, written as a fraction of the theoretical maximum amount of product (1.0 means a 100% yield; for example, 0.34 means a 34% yield). The reactants are [NH:1]([C:10]([CH2:12][CH2:13][CH2:14][CH2:15][CH2:16][CH2:17][CH2:18][CH2:19][CH2:20][CH2:21][CH2:22][CH2:23][CH2:24][CH2:25][CH3:26])=[O:11])[CH2:2][C:3]([O:5]C(C)(C)C)=[O:4].Cl.CCOC(C)=O. No catalyst specified. The product is [NH:1]([C:10]([CH2:12][CH2:13][CH2:14][CH2:15][CH2:16][CH2:17][CH2:18][CH2:19][CH2:20][CH2:21][CH2:22][CH2:23][CH2:24][CH2:25][CH3:26])=[O:11])[CH2:2][C:3]([OH:5])=[O:4]. The yield is 0.770.